From a dataset of Forward reaction prediction with 1.9M reactions from USPTO patents (1976-2016). Predict the product of the given reaction. (1) The product is: [F:1][C:2]1[CH:39]=[CH:38][C:5]([C:6](=[S:53])[NH:8][C@@:9]([C:24]2[CH:29]=[C:28]([O:30][C:31]([F:36])([F:35])[CH:32]([F:34])[F:33])[CH:27]=[C:26]([F:37])[CH:25]=2)([C:17]2[CH:22]=[CH:21][C:20]([F:23])=[CH:19][CH:18]=2)[CH2:10][C:11]2[CH:16]=[CH:15][CH:14]=[CH:13][CH:12]=2)=[CH:4][C:3]=1[C:40]([F:43])([F:42])[F:41]. Given the reactants [F:1][C:2]1[CH:39]=[CH:38][C:5]([C:6]([NH:8][C@@:9]([C:24]2[CH:29]=[C:28]([O:30][C:31]([F:36])([F:35])[CH:32]([F:34])[F:33])[CH:27]=[C:26]([F:37])[CH:25]=2)([C:17]2[CH:22]=[CH:21][C:20]([F:23])=[CH:19][CH:18]=2)[CH2:10][C:11]2[CH:16]=[CH:15][CH:14]=[CH:13][CH:12]=2)=O)=[CH:4][C:3]=1[C:40]([F:43])([F:42])[F:41].COC1C=CC(P2(SP(C3C=CC(OC)=CC=3)(=S)S2)=[S:53])=CC=1, predict the reaction product. (2) Given the reactants [C:1]([C:3]1[C:7]([CH3:8])=[C:6]([NH:9][C:10]([NH:12][C@H:13]2[C@H:17]([C:18]3[CH:23]=[CH:22][C:21]([F:24])=[C:20]([F:25])[CH:19]=3)[CH2:16][N:15]([CH2:26][CH2:27][O:28][CH3:29])[CH2:14]2)=[O:11])[N:5]([C:30]2[CH:35]=[CH:34][CH:33]=[CH:32][CH:31]=2)[N:4]=1)#[N:2].[OH-:36].[Na+], predict the reaction product. The product is: [F:25][C:20]1[CH:19]=[C:18]([C@@H:17]2[CH2:16][N:15]([CH2:26][CH2:27][O:28][CH3:29])[CH2:14][C@H:13]2[NH:12][C:10](=[O:11])[NH:9][C:6]2[N:5]([C:30]3[CH:31]=[CH:32][CH:33]=[CH:34][CH:35]=3)[N:4]=[C:3]([C:1]([NH2:2])=[O:36])[C:7]=2[CH3:8])[CH:23]=[CH:22][C:21]=1[F:24]. (3) The product is: [CH3:42][NH:43][C:44]([O:1][CH2:2][C:3]1[CH:4]=[C:5]([C:9]2[CH2:15][C@H:14]3[N:11]([C:12](=[O:26])[C@@H:13]3[C@H:16]([O:18][Si:19]([CH2:20][CH3:21])([CH2:24][CH3:25])[CH2:22][CH3:23])[CH3:17])[C:10]=2[C:27]([O:29][CH2:30][CH:31]=[CH2:32])=[O:28])[CH:6]=[CH:7][CH:8]=1)=[O:45]. Given the reactants [OH:1][CH2:2][C:3]1[CH:4]=[C:5]([C:9]2[CH2:15][C@H:14]3[N:11]([C:12](=[O:26])[C@@H:13]3[C@H:16]([O:18][Si:19]([CH2:24][CH3:25])([CH2:22][CH3:23])[CH2:20][CH3:21])[CH3:17])[C:10]=2[C:27]([O:29][CH2:30][CH:31]=[CH2:32])=[O:28])[CH:6]=[CH:7][CH:8]=1.C(N(CC)C(C)C)(C)C.[CH3:42][N:43]=[C:44]=[O:45], predict the reaction product. (4) Given the reactants [NH2:1][C:2]1[C:11]2[C:6](=[CH:7][CH:8]=[CH:9][C:10]=2[O:12][CH2:13][C:14]([NH2:17])([CH3:16])[CH3:15])[N:5]=[C:4]([CH3:18])[C:3]=1[C:19]([O:21][CH2:22][CH3:23])=[O:20].[O:24]1[CH2:29][CH2:28][CH:27]([CH2:30][C:31](O)=[O:32])[CH2:26][CH2:25]1, predict the reaction product. The product is: [NH2:1][C:2]1[C:11]2[C:6](=[CH:7][CH:8]=[CH:9][C:10]=2[O:12][CH2:13][C:14]([CH3:16])([NH:17][C:31](=[O:32])[CH2:30][CH:27]2[CH2:28][CH2:29][O:24][CH2:25][CH2:26]2)[CH3:15])[N:5]=[C:4]([CH3:18])[C:3]=1[C:19]([O:21][CH2:22][CH3:23])=[O:20]. (5) Given the reactants [C:1]([NH:5][C:6](=[O:24])[C:7]1[CH:12]=[CH:11][CH:10]=[C:9]([O:13][C:14]2[CH:19]=[CH:18][C:17]([N+:20]([O-])=O)=[CH:16][C:15]=2[Cl:23])[CH:8]=1)([CH3:4])([CH3:3])[CH3:2].[Cl-].[Ca+2].[Cl-].C(O)C, predict the reaction product. The product is: [NH2:20][C:17]1[CH:18]=[CH:19][C:14]([O:13][C:9]2[CH:8]=[C:7]([CH:12]=[CH:11][CH:10]=2)[C:6]([NH:5][C:1]([CH3:4])([CH3:3])[CH3:2])=[O:24])=[C:15]([Cl:23])[CH:16]=1. (6) Given the reactants [OH-].[K+].[CH3:3][O:4][C:5](=[O:31])[CH:6]([NH:15][C:16]1[CH:21]=[CH:20][CH:19]=[CH:18][C:17]=1[C:22](=[O:30])[C:23]1[CH:28]=[CH:27][C:26]([F:29])=[CH:25][CH:24]=1)[CH2:7][C:8]1[CH:13]=[CH:12][C:11]([OH:14])=[CH:10][CH:9]=1.[Br:32][CH2:33][CH2:34]Br, predict the reaction product. The product is: [CH3:3][O:4][C:5](=[O:31])[CH:6]([NH:15][C:16]1[CH:21]=[CH:20][CH:19]=[CH:18][C:17]=1[C:22](=[O:30])[C:23]1[CH:28]=[CH:27][C:26]([F:29])=[CH:25][CH:24]=1)[CH2:7][C:8]1[CH:9]=[CH:10][C:11]([O:14][CH2:34][CH2:33][Br:32])=[CH:12][CH:13]=1. (7) Given the reactants F[C:2]1[CH:19]=[CH:18][C:5]([C:6]([C:2]2[CH:19]=[CH:18][C:5]([C:6](=NO)N)=[CH:4][CH:3]=2)=O)=[CH:4][CH:3]=1.[F:20][C:21]([F:40])([F:39])[C:22]1[CH:38]=[CH:37][C:25]([O:26][C:27]2[CH:36]=[CH:35][C:30](/[C:31](/[NH2:34])=[N:32]/[OH:33])=[CH:29][CH:28]=2)=[CH:24][CH:23]=1.FC1C=CC(C(Cl)=O)=CC=1.O, predict the reaction product. The product is: [F:20][C:21]([F:39])([F:40])[C:22]1[CH:38]=[CH:37][C:25]([O:26][C:27]2[CH:36]=[CH:35][C:30]([C:31]3[N:34]=[C:6]([C:5]4[CH:18]=[CH:19][CH:2]=[CH:3][CH:4]=4)[O:33][N:32]=3)=[CH:29][CH:28]=2)=[CH:24][CH:23]=1.